Dataset: Experimental lipophilicity measurements (octanol/water distribution) for 4,200 compounds from AstraZeneca. Task: Regression/Classification. Given a drug SMILES string, predict its absorption, distribution, metabolism, or excretion properties. Task type varies by dataset: regression for continuous measurements (e.g., permeability, clearance, half-life) or binary classification for categorical outcomes (e.g., BBB penetration, CYP inhibition). For this dataset (lipophilicity_astrazeneca), we predict Y. (1) The drug is Cc1cnc(Nc2cncc(N[C@@H](C)c3ncc(F)cn3)n2)s1. The Y is 1.91 logD. (2) The drug is O=c1cc(-c2ccccc2)ccn1-c1ccc2c(cnn2CCN2CCCC2)c1. The Y is 1.60 logD. (3) The drug is CS(=O)(=O)n1c2ccccc2c2cc(NC(=O)N3CCOCC3)ccc21. The Y is 2.70 logD. (4) The compound is CNc1cccc(CCOc2ccc(C[C@H](NC(=O)c3c(C)cc(C)cc3C)C(=O)O)cc2)n1. The Y is 0.520 logD. (5) The drug is O=C(O)c1ccccc1N1CCC(CN2CCC(Oc3ccc(Cl)c(Cl)c3)CC2)CC1. The Y is 2.83 logD. (6) The compound is OCC(O)CN1CCN(c2ccccc2)CC1. The Y is 0.400 logD. (7) The Y is 2.89 logD. The molecule is C[C@@H]1CN(C(=O)OC(C)(C)C)CCN1c1ncc(OCc2ccc(C#N)cc2)cn1. (8) The compound is c1cn(-c2ccc(Oc3cc(Oc4ccc5c(c4)OCO5)ncn3)cc2)cn1. The Y is 3.17 logD. (9) The drug is CC(C)(C)OC(=O)N1CCN(c2ccc(OCc3ccc(S(C)(=O)=O)cc3)nc2)CC1. The Y is 3.10 logD. (10) The drug is CCCc1c(OCCCSc2ccc(CC(=O)O)cc2Cl)ccc(C(=O)CC)c1O. The Y is 3.57 logD.